From a dataset of Forward reaction prediction with 1.9M reactions from USPTO patents (1976-2016). Predict the product of the given reaction. (1) Given the reactants [Cl:1][C:2]1[C:3]([CH2:21][CH2:22][CH2:23][C:24]([NH:28]C(=O)OC(C)(C)C)([CH2:26][OH:27])[CH3:25])=[CH:4][C:5]2[C:6](=[O:20])[C:7]3[C:12]([S:13][C:14]=2[CH:15]=1)=[CH:11][C:10]([C:16]([F:19])([F:18])[F:17])=[CH:9][CH:8]=3.Cl, predict the reaction product. The product is: [ClH:1].[NH2:28][C:24]([CH3:25])([CH2:26][OH:27])[CH2:23][CH2:22][CH2:21][C:3]1[C:2]([Cl:1])=[CH:15][C:14]2[S:13][C:12]3[C:7](=[CH:8][CH:9]=[C:10]([C:16]([F:19])([F:17])[F:18])[CH:11]=3)[C:6](=[O:20])[C:5]=2[CH:4]=1. (2) Given the reactants [CH3:1][C:2]1[CH:3]=[C:4]([CH2:11][CH:12]=O)[CH:5]=[C:6]2[C:10]=1[NH:9][N:8]=[CH:7]2.[C:14]([O:18][C:19]([CH:21]=P(C1C=CC=CC=1)(C1C=CC=CC=1)C1C=CC=CC=1)=[O:20])([CH3:17])([CH3:16])[CH3:15], predict the reaction product. The product is: [C:14]([O:18][C:19](=[O:20])[CH:21]=[CH:12][CH2:11][C:4]1[CH:5]=[C:6]2[C:10](=[C:2]([CH3:1])[CH:3]=1)[NH:9][N:8]=[CH:7]2)([CH3:17])([CH3:16])[CH3:15]. (3) Given the reactants [OH:1][C:2]1[CH:3]=[C:4]([C:9]([C@@H:11]2[C@:20]3([CH3:21])[C@H:15]([C:16]([CH3:23])([CH3:22])[CH2:17][CH2:18][CH2:19]3)[CH2:14][C:13](=[O:24])[C@H:12]2[CH3:25])=[O:10])[CH:5]=[C:6]([CH3:8])[CH:7]=1.[Li+].[B-](CC)(CC)CC, predict the reaction product. The product is: [OH:1][C:2]1[CH:3]=[C:4]([C:9]([C@@H:11]2[C@:20]3([CH3:21])[CH:15]([C:16]([CH3:23])([CH3:22])[CH2:17][CH2:18][CH2:19]3)[CH2:14][CH:13]([OH:24])[C@@H:12]2[CH3:25])=[O:10])[CH:5]=[C:6]([CH3:8])[CH:7]=1. (4) Given the reactants [Cl:1][C:2]1[CH:10]=[C:9]([C:11](=[O:24])[NH:12][CH2:13][C:14]2[NH:15][C:16]3[CH:22]=[C:21]([Cl:23])[CH:20]=[CH:19][C:17]=3[N:18]=2)[CH:8]=[CH:7][C:3]=1[C:4]([OH:6])=O.CN(C(ON1N=NC2C=CC=CC1=2)=[N+](C)C)C.[B-](F)(F)(F)F.C(N(C(C)C)CC)(C)C.[CH3:56][N:57]1[CH2:62][CH2:61][NH:60][CH2:59][C:58]1=[O:63], predict the reaction product. The product is: [Cl:1][C:2]1[CH:10]=[C:9]([CH:8]=[CH:7][C:3]=1[C:4]([N:60]1[CH2:61][CH2:62][N:57]([CH3:56])[C:58](=[O:63])[CH2:59]1)=[O:6])[C:11]([NH:12][CH2:13][C:14]1[NH:18][C:17]2[CH:19]=[CH:20][C:21]([Cl:23])=[CH:22][C:16]=2[N:15]=1)=[O:24]. (5) Given the reactants [CH3:1][O:2][C:3](=[O:19])[C:4]1[CH:9]=[C:8](Br)[CH:7]=[CH:6][C:5]=1[C:11](=[O:18])[C:12]1[CH:17]=[CH:16][CH:15]=[CH:14][CH:13]=1.[Na+].[I-:21].CNCCNC, predict the reaction product. The product is: [CH3:1][O:2][C:3](=[O:19])[C:4]1[CH:9]=[C:8]([I:21])[CH:7]=[CH:6][C:5]=1[C:11](=[O:18])[C:12]1[CH:17]=[CH:16][CH:15]=[CH:14][CH:13]=1. (6) Given the reactants [Cl:1][C:2]1[CH:3]=[N+:4]([O-:49])[CH:5]=[C:6]([Cl:48])[C:7]=1[CH2:8][C@@H:9]([C:33]1[CH:38]=[CH:37][C:36]([O:39][CH:40]([F:42])[F:41])=[C:35]([O:43][CH2:44][CH:45]2[CH2:47][CH2:46]2)[CH:34]=1)[O:10][C:11](=[O:32])[C:12]1[CH:17]=[CH:16][C:15]([O:18][CH2:19][CH2:20][N:21]2[CH2:26][CH2:25][O:24][CH2:23][CH2:22]2)=[C:14]([O:27][S:28]([CH3:31])(=[O:30])=[O:29])[CH:13]=1.Cl.CO, predict the reaction product. The product is: [ClH:1].[Cl:48][C:6]1[CH:5]=[N+:4]([O-:49])[CH:3]=[C:2]([Cl:1])[C:7]=1[CH2:8][C@@H:9]([C:33]1[CH:38]=[CH:37][C:36]([O:39][CH:40]([F:41])[F:42])=[C:35]([O:43][CH2:44][CH:45]2[CH2:46][CH2:47]2)[CH:34]=1)[O:10][C:11](=[O:32])[C:12]1[CH:17]=[CH:16][C:15]([O:18][CH2:19][CH2:20][N:21]2[CH2:22][CH2:23][O:24][CH2:25][CH2:26]2)=[C:14]([O:27][S:28]([CH3:31])(=[O:29])=[O:30])[CH:13]=1. (7) Given the reactants [CH2:1]([N:8]1[C:12](=[O:13])[C@@H:11]([CH3:14])[CH2:10][C@@H:9]1[C:15]([OH:17])=O)[C:2]1[CH:7]=[CH:6][CH:5]=[CH:4][CH:3]=1.[NH2:18][CH:19]([CH2:25][C:26]1[CH:31]=[CH:30][CH:29]=[CH:28][CH:27]=1)[CH:20]([OH:24])[C:21]([NH2:23])=[O:22].O[NH-].O=[N-], predict the reaction product. The product is: [NH2:23][C:21](=[O:22])[C:20](=[O:24])[CH:19]([NH:18][C:15]([C@H:9]1[CH2:10][C@H:11]([CH3:14])[C:12](=[O:13])[N:8]1[CH2:1][C:2]1[CH:3]=[CH:4][CH:5]=[CH:6][CH:7]=1)=[O:17])[CH2:25][C:26]1[CH:27]=[CH:28][CH:29]=[CH:30][CH:31]=1. (8) Given the reactants [OH:1][C:2]1[CH:11]=[CH:10][C:5]([C:6]([O:8][CH3:9])=[O:7])=[CH:4][C:3]=1[N+:12]([O-:14])=[O:13].[CH2:15](I)[CH3:16], predict the reaction product. The product is: [CH2:15]([O:1][C:2]1[CH:11]=[CH:10][C:5]([C:6]([O:8][CH3:9])=[O:7])=[CH:4][C:3]=1[N+:12]([O-:14])=[O:13])[CH3:16]. (9) Given the reactants Br[CH2:2][C:3]1[CH:8]=[C:7]([Cl:9])[CH:6]=[CH:5][C:4]=1[O:10][CH2:11][C:12]1[CH:17]=[CH:16][CH:15]=[CH:14][CH:13]=1.[CH3:18][O:19][C:20]([C:22]1[NH:23][N:24]=[CH:25][CH:26]=1)=[O:21].C(=O)([O-])[O-].[K+].[K+], predict the reaction product. The product is: [Cl:9][C:7]1[CH:6]=[CH:5][C:4]([O:10][CH2:11][C:12]2[CH:17]=[CH:16][CH:15]=[CH:14][CH:13]=2)=[C:3]([CH2:2][N:24]2[CH:25]=[CH:26][C:22]([C:20]([O:19][CH3:18])=[O:21])=[N:23]2)[CH:8]=1. (10) The product is: [Cl:1][C:2]1[C:7]([CH3:8])=[CH:6][N:5]=[C:4]([CH2:10][OH:14])[C:3]=1[CH3:11]. Given the reactants [Cl:1][C:2]1[C:7]([CH3:8])=[CH:6][N+:5]([O-])=[C:4]([CH3:10])[C:3]=1[CH3:11].C(OC(=O)C)(=[O:14])C, predict the reaction product.